From a dataset of Full USPTO retrosynthesis dataset with 1.9M reactions from patents (1976-2016). Predict the reactants needed to synthesize the given product. (1) The reactants are: [F:1][C:2]1[CH:3]=[C:4]([CH:9]([OH:19])[C:10]2[CH:11]=[CH:12][C:13]([F:18])=[C:14]([CH:17]=2)[C:15]#[N:16])[CH:5]=[C:6]([F:8])[CH:7]=1.O.C[N+]1([O-])CCOCC1. Given the product [F:1][C:2]1[CH:3]=[C:4]([CH:5]=[C:6]([F:8])[CH:7]=1)[C:9]([C:10]1[CH:11]=[CH:12][C:13]([F:18])=[C:14]([CH:17]=1)[C:15]#[N:16])=[O:19], predict the reactants needed to synthesize it. (2) The reactants are: [F:1][C:2]([F:7])([F:6])[C:3]([OH:5])=[O:4].[F:8][C:9]([F:14])([F:13])[C:10]([OH:12])=[O:11].[F:15][C:16]([F:21])([F:20])[C:17]([OH:19])=[O:18].[Cl:22][C:23]1[CH:24]=[N:25][C:26]2[NH:27][C:28]3[CH:29]=[N:30][CH:31]=[C:32]([CH:51]=3)[CH2:33][CH2:34][C:35]3[CH:43]=[C:39]([NH:40][C:41]=1[N:42]=2)[CH:38]=[CH:37][C:36]=3[NH:44][CH:45]1[CH2:50][CH2:49][NH:48][CH2:47][CH2:46]1.[C:52]1([CH2:58][C:59](Cl)=[O:60])[CH:57]=[CH:56][CH:55]=[CH:54][CH:53]=1. Given the product [F:1][C:2]([F:7])([F:6])[C:3]([OH:5])=[O:4].[F:8][C:9]([F:14])([F:13])[C:10]([OH:12])=[O:11].[F:15][C:16]([F:21])([F:20])[C:17]([OH:19])=[O:18].[Cl:22][C:23]1[CH:24]=[N:25][C:26]2[NH:27][C:28]3[CH:29]=[N:30][CH:31]=[C:32]([CH:51]=3)[CH2:33][CH2:34][C:35]3[CH:43]=[C:39]([NH:40][C:41]=1[N:42]=2)[CH:38]=[CH:37][C:36]=3[NH:44][CH:45]1[CH2:46][CH2:47][N:48]([C:59](=[O:60])[CH2:58][C:52]2[CH:57]=[CH:56][CH:55]=[CH:54][CH:53]=2)[CH2:49][CH2:50]1, predict the reactants needed to synthesize it. (3) Given the product [CH2:1]([O:8][C:9]1[CH:14]=[CH:13][C:12]([N:15]2[C:23]3[C:18](=[CH:19][C:20]([O:24][CH3:25])=[CH:21][CH:22]=3)[CH:17]=[C:16]2[CH2:26][O:27][CH3:29])=[CH:11][CH:10]=1)[C:2]1[CH:7]=[CH:6][CH:5]=[CH:4][CH:3]=1, predict the reactants needed to synthesize it. The reactants are: [CH2:1]([O:8][C:9]1[CH:14]=[CH:13][C:12]([N:15]2[C:23]3[C:18](=[CH:19][C:20]([O:24][CH3:25])=[CH:21][CH:22]=3)[CH:17]=[C:16]2[CH2:26][OH:27])=[CH:11][CH:10]=1)[C:2]1[CH:7]=[CH:6][CH:5]=[CH:4][CH:3]=1.I[CH3:29]. (4) Given the product [CH2:1]([O:3][C:4]([C@@H:6]1[CH2:10][C@@H:9]([O:11][Si:12]([C:15]([CH3:16])([CH3:17])[CH3:18])([CH3:14])[CH3:13])[CH2:8][C@H:7]1[CH2:19][N:41]1[CH2:42][CH2:43][CH:38]([C:35]2[CH:34]=[CH:33][C:32]([F:31])=[CH:37][CH:36]=2)[CH2:39][CH2:40]1)=[O:5])[CH3:2], predict the reactants needed to synthesize it. The reactants are: [CH2:1]([O:3][C:4]([C@@H:6]1[CH2:10][CH:9]([O:11][Si:12]([C:15]([CH3:18])([CH3:17])[CH3:16])([CH3:14])[CH3:13])[CH2:8][C@H:7]1[CH2:19]OS(C1C=CC(C)=CC=1)(=O)=O)=[O:5])[CH3:2].[F:31][C:32]1[CH:37]=[CH:36][C:35]([CH:38]2[CH2:43][CH2:42][NH:41][CH2:40][CH2:39]2)=[CH:34][CH:33]=1.[I-].[Na+].C(N(CC)CC)C. (5) Given the product [CH3:11][C:9]([C@H:7]([C@H:5]([C@@H:3]([CH2:2][OH:1])[OH:4])[OH:6])[OH:8])=[O:10], predict the reactants needed to synthesize it. The reactants are: [O:1]=[CH:2][C@H:3]([C@@H:5]([C@@H:7]([C@H:9]([CH3:11])[OH:10])[OH:8])[OH:6])[OH:4].C(O)[C@H]([C@@H]([C@@H]([C@H](C)O)O)O)O.C(O)C(N)(CO)CO.Cl.